The task is: Binary Classification. Given a drug SMILES string, predict its activity (active/inactive) in a high-throughput screening assay against a specified biological target.. This data is from Serine/threonine kinase 33 screen with 319,792 compounds. (1) The compound is Brc1c(OCC(=O)N\N=C(\CC(=O)NCc2ccc(OC)cc2)C)ccc(c1)C. The result is 0 (inactive). (2) The compound is Clc1ccc(NC(=O)c2c(c([nH]c2C)C(OCC)=O)C)cc1. The result is 0 (inactive). (3) The compound is S(=O)(=O)(N1C(CCCC1)CCNC(=O)C(=O)NCc1cccnc1)c1cc(c(F)cc1)C. The result is 0 (inactive). (4) The molecule is O1c2c(N(CC(=O)N3CCc4c3cccc4)C(=O)C1)cccc2. The result is 0 (inactive).